This data is from NCI-60 drug combinations with 297,098 pairs across 59 cell lines. The task is: Regression. Given two drug SMILES strings and cell line genomic features, predict the synergy score measuring deviation from expected non-interaction effect. (1) Drug 1: C1=C(C(=O)NC(=O)N1)F. Drug 2: CC1CCC2CC(C(=CC=CC=CC(CC(C(=O)C(C(C(=CC(C(=O)CC(OC(=O)C3CCCCN3C(=O)C(=O)C1(O2)O)C(C)CC4CCC(C(C4)OC)O)C)C)O)OC)C)C)C)OC. Cell line: SR. Synergy scores: CSS=56.6, Synergy_ZIP=-9.06, Synergy_Bliss=-13.3, Synergy_Loewe=-9.54, Synergy_HSA=-7.75. (2) Drug 1: C1=C(C(=O)NC(=O)N1)N(CCCl)CCCl. Drug 2: C1=CC=C(C(=C1)C(C2=CC=C(C=C2)Cl)C(Cl)Cl)Cl. Cell line: HCT116. Synergy scores: CSS=24.4, Synergy_ZIP=-0.339, Synergy_Bliss=-0.941, Synergy_Loewe=0.241, Synergy_HSA=0.256. (3) Drug 1: CC1=C(C=C(C=C1)NC2=NC=CC(=N2)N(C)C3=CC4=NN(C(=C4C=C3)C)C)S(=O)(=O)N.Cl. Drug 2: CC1CCC2CC(C(=CC=CC=CC(CC(C(=O)C(C(C(=CC(C(=O)CC(OC(=O)C3CCCCN3C(=O)C(=O)C1(O2)O)C(C)CC4CCC(C(C4)OC)O)C)C)O)OC)C)C)C)OC. Cell line: SN12C. Synergy scores: CSS=21.5, Synergy_ZIP=-0.704, Synergy_Bliss=0.678, Synergy_Loewe=-13.9, Synergy_HSA=2.14. (4) Drug 1: CCC1(CC2CC(C3=C(CCN(C2)C1)C4=CC=CC=C4N3)(C5=C(C=C6C(=C5)C78CCN9C7C(C=CC9)(C(C(C8N6C=O)(C(=O)OC)O)OC(=O)C)CC)OC)C(=O)OC)O.OS(=O)(=O)O. Drug 2: CC12CCC3C(C1CCC2O)C(CC4=C3C=CC(=C4)O)CCCCCCCCCS(=O)CCCC(C(F)(F)F)(F)F. Cell line: COLO 205. Synergy scores: CSS=-0.338, Synergy_ZIP=24.2, Synergy_Bliss=22.4, Synergy_Loewe=23.7, Synergy_HSA=20.5. (5) Drug 1: CC12CCC3C(C1CCC2=O)CC(=C)C4=CC(=O)C=CC34C. Drug 2: CC1C(C(CC(O1)OC2CC(CC3=C2C(=C4C(=C3O)C(=O)C5=CC=CC=C5C4=O)O)(C(=O)C)O)N)O. Cell line: RPMI-8226. Synergy scores: CSS=41.2, Synergy_ZIP=0.936, Synergy_Bliss=0.340, Synergy_Loewe=-3.09, Synergy_HSA=1.98. (6) Drug 1: C1=NC2=C(N=C(N=C2N1C3C(C(C(O3)CO)O)O)F)N. Drug 2: CN(CCCl)CCCl.Cl. Cell line: MALME-3M. Synergy scores: CSS=9.78, Synergy_ZIP=-4.90, Synergy_Bliss=0.734, Synergy_Loewe=0.381, Synergy_HSA=2.84. (7) Synergy scores: CSS=-0.459, Synergy_ZIP=-3.20, Synergy_Bliss=-0.566, Synergy_Loewe=-3.17, Synergy_HSA=-3.16. Drug 2: C1=CC=C(C=C1)NC(=O)CCCCCCC(=O)NO. Drug 1: CC1=C(C=C(C=C1)C(=O)NC2=CC(=CC(=C2)C(F)(F)F)N3C=C(N=C3)C)NC4=NC=CC(=N4)C5=CN=CC=C5. Cell line: IGROV1. (8) Drug 1: C1=NC2=C(N=C(N=C2N1C3C(C(C(O3)CO)O)O)F)N. Drug 2: C(=O)(N)NO. Cell line: HCT-15. Synergy scores: CSS=-1.24, Synergy_ZIP=0.0794, Synergy_Bliss=0.975, Synergy_Loewe=0.837, Synergy_HSA=-0.0845. (9) Drug 1: C1CC(=O)NC(=O)C1N2CC3=C(C2=O)C=CC=C3N. Drug 2: CC1=CC=C(C=C1)C2=CC(=NN2C3=CC=C(C=C3)S(=O)(=O)N)C(F)(F)F. Cell line: MDA-MB-435. Synergy scores: CSS=-1.11, Synergy_ZIP=1.54, Synergy_Bliss=0.364, Synergy_Loewe=-0.754, Synergy_HSA=-1.76.